Dataset: Full USPTO retrosynthesis dataset with 1.9M reactions from patents (1976-2016). Task: Predict the reactants needed to synthesize the given product. (1) Given the product [N:1]1([C:6]2[CH:7]=[C:8]([CH:21]=[CH:22][CH:23]=2)[CH2:9][NH:10][C:11]2[C:16]([C:17]([NH2:19])=[O:18])=[CH:15][N:14]=[C:13]([NH:24][C:25]3[CH:26]=[CH:27][C:28]([C:29](=[O:30])[N:31]([CH3:32])[CH3:33])=[CH:34][CH:35]=3)[CH:12]=2)[CH:5]=[CH:4][N:3]=[CH:2]1, predict the reactants needed to synthesize it. The reactants are: [N:1]1([C:6]2[CH:7]=[C:8]([CH:21]=[CH:22][CH:23]=2)[CH2:9][NH:10][C:11]2[C:16]([C:17]([NH2:19])=[O:18])=[CH:15][N:14]=[C:13](Cl)[CH:12]=2)[CH:5]=[CH:4][N:3]=[CH:2]1.[NH2:24][C:25]1[CH:35]=[CH:34][C:28]([C:29]([N:31]([CH3:33])[CH3:32])=[O:30])=[CH:27][CH:26]=1.C([O-])([O-])=O.[Cs+].[Cs+].C1C=CC(P(C2C(C3C(P(C4C=CC=CC=4)C4C=CC=CC=4)=CC=C4C=3C=CC=C4)=C3C(C=CC=C3)=CC=2)C2C=CC=CC=2)=CC=1. (2) Given the product [CH2:8]([C:10]1[CH:23]=[CH:22][C:13]([CH2:14][N:15]2[CH2:16][CH:17]([C:19]([OH:21])=[O:20])[CH2:18]2)=[CH:12][CH:11]=1)[CH2:7][C:1]1[CH:2]=[CH:3][CH:4]=[CH:5][CH:6]=1, predict the reactants needed to synthesize it. The reactants are: [C:1]1([CH2:7][C:8]([C:10]2[CH:23]=[CH:22][C:13]([CH2:14][N:15]3[CH2:18][CH:17]([C:19]([OH:21])=[O:20])[CH2:16]3)=[CH:12][CH:11]=2)=O)[CH:6]=[CH:5][CH:4]=[CH:3][CH:2]=1.CCO.